Task: Regression. Given a peptide amino acid sequence and an MHC pseudo amino acid sequence, predict their binding affinity value. This is MHC class I binding data.. Dataset: Peptide-MHC class I binding affinity with 185,985 pairs from IEDB/IMGT (1) The peptide sequence is NISGYNFSLGA. The MHC is H-2-Db with pseudo-sequence H-2-Db. The binding affinity (normalized) is 0.344. (2) The peptide sequence is MSLLDAHIPQL. The MHC is HLA-B57:01 with pseudo-sequence HLA-B57:01. The binding affinity (normalized) is 0.993. (3) The peptide sequence is VFQPSTGNYV. The MHC is HLA-A01:01 with pseudo-sequence HLA-A01:01. The binding affinity (normalized) is 0. (4) The peptide sequence is TTTFITVLT. The MHC is HLA-A68:02 with pseudo-sequence HLA-A68:02. The binding affinity (normalized) is 0.676. (5) The peptide sequence is ERYFRINSL. The MHC is HLA-A30:01 with pseudo-sequence HLA-A30:01. The binding affinity (normalized) is 0.0293.